Predict the reactants needed to synthesize the given product. From a dataset of Full USPTO retrosynthesis dataset with 1.9M reactions from patents (1976-2016). (1) The reactants are: [Cl:1][C:2]1[C:7]([N:8]2[CH2:13][CH2:12][CH:11]([N:14]([CH3:22])[CH:15]3[CH2:19][C:18](=[O:20])[N:17]([CH3:21])[CH2:16]3)[CH2:10][CH2:9]2)=[CH:6][C:5]([C:23]#[N:24])=[CH:4][C:3]=1[NH:25][C:26]1[N:31]=[C:30]([N:32]([CH:42]2[CH2:44][CH2:43]2)CC2C=CC(OC)=CC=2)[C:29]2=[N:45][CH:46]=[C:47]([C:48]#[N:49])[N:28]2[N:27]=1.C1(OC)C=CC=CC=1.FC(F)(F)C(O)=O. Given the product [Cl:1][C:2]1[C:7]([N:8]2[CH2:9][CH2:10][CH:11]([N:14]([CH3:22])[CH:15]3[CH2:19][C:18](=[O:20])[N:17]([CH3:21])[CH2:16]3)[CH2:12][CH2:13]2)=[CH:6][C:5]([C:23]#[N:24])=[CH:4][C:3]=1[NH:25][C:26]1[N:31]=[C:30]([NH:32][CH:42]2[CH2:44][CH2:43]2)[C:29]2=[N:45][CH:46]=[C:47]([C:48]#[N:49])[N:28]2[N:27]=1, predict the reactants needed to synthesize it. (2) Given the product [NH:1]([C:16]([O:18][CH2:19][C:20]1[CH:21]=[CH:22][CH:23]=[CH:24][CH:25]=1)=[O:17])[C@H:2]([C:13]([NH:26][C:27]1[CH:32]=[CH:31][CH:30]=[CH:29][CH:28]=1)=[O:15])[CH2:3][C:4]1[C:12]2[C:7](=[CH:8][CH:9]=[CH:10][CH:11]=2)[NH:6][CH:5]=1, predict the reactants needed to synthesize it. The reactants are: [NH:1]([C:16]([O:18][CH2:19][C:20]1[CH:25]=[CH:24][CH:23]=[CH:22][CH:21]=1)=[O:17])[C@H:2]([C:13]([OH:15])=O)[CH2:3][C:4]1[C:12]2[C:7](=[CH:8][CH:9]=[CH:10][CH:11]=2)[NH:6][CH:5]=1.[NH2:26][C:27]1[CH:32]=[CH:31][CH:30]=[CH:29][CH:28]=1.C1CCC(N=C=NC2CCCCC2)CC1. (3) Given the product [C:1]1([C:40]2[CH:41]=[CH:42][CH:43]=[CH:44][CH:45]=2)[CH:6]=[CH:5][C:4]([CH2:7][C@H:8]([NH:16][C:17]([N:19]([CH:25]([CH2:34][C:35]([OH:37])=[O:36])[CH2:26][S:27][C:28]2[CH:33]=[CH:32][CH:31]=[CH:30][CH:29]=2)[CH2:20][CH2:21][CH:22]([CH3:24])[CH3:23])=[O:18])[C:9]([NH:11][CH2:12][CH2:13][CH2:14][CH3:15])=[O:10])=[CH:3][CH:2]=1, predict the reactants needed to synthesize it. The reactants are: [C:1]1([C:40]2[CH:45]=[CH:44][CH:43]=[CH:42][CH:41]=2)[CH:6]=[CH:5][C:4]([CH2:7][C@H:8]([NH:16][C:17]([N:19]([CH:25]([CH2:34][C:35]([O:37]CC)=[O:36])[CH2:26][S:27][C:28]2[CH:33]=[CH:32][CH:31]=[CH:30][CH:29]=2)[CH2:20][CH2:21][CH:22]([CH3:24])[CH3:23])=[O:18])[C:9]([NH:11][CH2:12][CH2:13][CH2:14][CH3:15])=[O:10])=[CH:3][CH:2]=1.[OH-].[Li+].C(O)(=O)CC(CC(O)=O)(C(O)=O)O. (4) Given the product [P:34]([OH:33])([OH:42])([O:19][CH2:18][CH2:17][CH2:16][CH2:15][CH2:14][CH2:13][CH2:12][CH2:11][NH:10][C:8](=[O:9])[C:7]1[C:6]([F:24])=[C:5]([F:25])[C:4]([N:1]=[N+:2]=[N-:3])=[C:21]([F:22])[C:20]=1[F:23])=[O:38], predict the reactants needed to synthesize it. The reactants are: [N:1]([C:4]1[C:21]([F:22])=[C:20]([F:23])[C:7]([C:8]([NH:10][CH2:11][CH2:12][CH2:13][CH2:14][CH2:15][CH2:16][CH2:17][CH2:18][OH:19])=[O:9])=[C:6]([F:24])[C:5]=1[F:25])=[N+:2]=[N-:3].C(N(CC)CC)C.[O:33]=[P:34](Cl)(Cl)Cl.[OH2:38].C1C[O:42]CC1. (5) Given the product [OH:1][C:2]1[CH:3]=[CH:4][C:5]2[C:20](=[O:22])[N:11]3[CH2:12][C@H:13]([C:16]([O:18][CH3:19])=[O:17])[CH2:14][CH2:15][C@H:10]3[CH2:9][CH2:8][C:6]=2[N:7]=1, predict the reactants needed to synthesize it. The reactants are: [OH:1][C:2]1[N:7]=[C:6]([CH2:8][CH2:9][C@H:10]2[CH2:15][CH2:14][C@H:13]([C:16]([O:18][CH3:19])=[O:17])[CH2:12][NH:11]2)[C:5]([C:20]([O:22]C)=O)=[CH:4][CH:3]=1.C[Al](C)C.C1(C)C=CC=CC=1. (6) Given the product [CH3:10][O:9][C:6]1[CH:7]=[CH:8][C:3]([O:2][CH3:1])=[C:4]([NH2:14])[C:5]=1[NH2:11], predict the reactants needed to synthesize it. The reactants are: [CH3:1][O:2][C:3]1[CH:8]=[CH:7][C:6]([O:9][CH3:10])=[C:5]([N+:11]([O-])=O)[C:4]=1[N+:14]([O-])=O. (7) Given the product [Cl:1][C:2]1[CH:39]=[CH:38][C:5]2[N:6]([CH:22]3[CH2:27][CH2:26][C:25](=[O:28])[NH:24][CH2:23]3)[C:7]([CH2:9][N:10]3[C:14]4=[CH:15][N:16]=[CH:17][CH:18]=[C:13]4[C:12]4([CH2:19][CH2:20]4)[C:11]3=[O:21])=[N:8][C:4]=2[CH:3]=1, predict the reactants needed to synthesize it. The reactants are: [Cl:1][C:2]1[CH:39]=[CH:38][C:5]2[N:6]([CH:22]3[CH2:27][CH2:26][C:25](=[O:28])[N:24](CC4C=CC(OC)=CC=4)[CH2:23]3)[C:7]([CH2:9][N:10]3[C:14]4=[CH:15][N:16]=[CH:17][CH:18]=[C:13]4[C:12]4([CH2:20][CH2:19]4)[C:11]3=[O:21])=[N:8][C:4]=2[CH:3]=1.[N+]([O-])([O-])=O.[Ce+4].[NH4+].[NH4+].[N+]([O-])([O-])=O.[N+]([O-])([O-])=O.[N+]([O-])([O-])=O.[N+]([O-])([O-])=O.[N+]([O-])([O-])=O. (8) Given the product [CH3:34][C:19]1[CH:18]=[C:17]([O:16][CH2:15][C:10]2([C:7]3[S:6][C:5]([C:3]([OH:4])=[O:2])=[CH:9][CH:8]=3)[CH2:11][CH:12]=[CH:13][CH2:14]2)[CH:22]=[C:21]([CH3:23])[C:20]=1[C:24]1[CH:25]=[CH:26][C:27]([C:30]([F:33])([F:32])[F:31])=[CH:28][CH:29]=1, predict the reactants needed to synthesize it. The reactants are: C[O:2][C:3]([C:5]1[S:6][C:7]([C:10]2([CH2:15][O:16][C:17]3[CH:22]=[C:21]([CH3:23])[C:20]([C:24]4[CH:29]=[CH:28][C:27]([C:30]([F:33])([F:32])[F:31])=[CH:26][CH:25]=4)=[C:19]([CH3:34])[CH:18]=3)[CH2:14][CH:13]=[CH:12][CH2:11]2)=[CH:8][CH:9]=1)=[O:4].[Li+].[OH-].Cl. (9) Given the product [C:15]([C:3]1[C:4]2[C:5](=[N:6][C:7]([CH3:13])=[C:8]([CH2:11][CH3:12])[C:9]=2[CH3:10])[S:14][C:2]=1[NH:1][C:22]([CH:17]1[CH2:21][CH2:20][CH2:19][CH2:18]1)=[O:23])#[N:16], predict the reactants needed to synthesize it. The reactants are: [NH2:1][C:2]1[S:14][C:5]2=[N:6][C:7]([CH3:13])=[C:8]([CH2:11][CH3:12])[C:9]([CH3:10])=[C:4]2[C:3]=1[C:15]#[N:16].[CH:17]1([C:22](Cl)=[O:23])[CH2:21][CH2:20][CH2:19][CH2:18]1.O.